Dataset: NCI-60 drug combinations with 297,098 pairs across 59 cell lines. Task: Regression. Given two drug SMILES strings and cell line genomic features, predict the synergy score measuring deviation from expected non-interaction effect. (1) Drug 1: C1CCN(CC1)CCOC2=CC=C(C=C2)C(=O)C3=C(SC4=C3C=CC(=C4)O)C5=CC=C(C=C5)O. Drug 2: CC1=C(C(=CC=C1)Cl)NC(=O)C2=CN=C(S2)NC3=CC(=NC(=N3)C)N4CCN(CC4)CCO. Cell line: IGROV1. Synergy scores: CSS=46.5, Synergy_ZIP=25.0, Synergy_Bliss=24.2, Synergy_Loewe=-12.1, Synergy_HSA=23.5. (2) Drug 1: CC1=CC2C(CCC3(C2CCC3(C(=O)C)OC(=O)C)C)C4(C1=CC(=O)CC4)C. Drug 2: N.N.Cl[Pt+2]Cl. Cell line: HOP-62. Synergy scores: CSS=-4.93, Synergy_ZIP=5.37, Synergy_Bliss=4.98, Synergy_Loewe=-1.94, Synergy_HSA=-1.09.